This data is from NCI-60 drug combinations with 297,098 pairs across 59 cell lines. The task is: Regression. Given two drug SMILES strings and cell line genomic features, predict the synergy score measuring deviation from expected non-interaction effect. (1) Drug 1: C1C(C(OC1N2C=NC3=C(N=C(N=C32)Cl)N)CO)O. Drug 2: C1CN(P(=O)(OC1)NCCCl)CCCl. Cell line: K-562. Synergy scores: CSS=45.4, Synergy_ZIP=7.21, Synergy_Bliss=10.1, Synergy_Loewe=-62.9, Synergy_HSA=5.65. (2) Drug 1: CN1C2=C(C=C(C=C2)N(CCCl)CCCl)N=C1CCCC(=O)O.Cl. Drug 2: CC1C(C(CC(O1)OC2CC(CC3=C2C(=C4C(=C3O)C(=O)C5=C(C4=O)C(=CC=C5)OC)O)(C(=O)CO)O)N)O.Cl. Cell line: RXF 393. Synergy scores: CSS=19.8, Synergy_ZIP=-3.50, Synergy_Bliss=-1.78, Synergy_Loewe=-13.8, Synergy_HSA=-3.39. (3) Drug 1: CC(CN1CC(=O)NC(=O)C1)N2CC(=O)NC(=O)C2. Drug 2: CN(CCCl)CCCl.Cl. Cell line: BT-549. Synergy scores: CSS=8.26, Synergy_ZIP=-5.34, Synergy_Bliss=0.548, Synergy_Loewe=-2.60, Synergy_HSA=0.0615. (4) Drug 1: C1CCN(CC1)CCOC2=CC=C(C=C2)C(=O)C3=C(SC4=C3C=CC(=C4)O)C5=CC=C(C=C5)O. Drug 2: C1CCC(CC1)NC(=O)N(CCCl)N=O. Cell line: SK-MEL-2. Synergy scores: CSS=31.3, Synergy_ZIP=5.48, Synergy_Bliss=8.46, Synergy_Loewe=3.65, Synergy_HSA=3.75. (5) Drug 1: CC1C(C(=O)NC(C(=O)N2CCCC2C(=O)N(CC(=O)N(C(C(=O)O1)C(C)C)C)C)C(C)C)NC(=O)C3=C4C(=C(C=C3)C)OC5=C(C(=O)C(=C(C5=N4)C(=O)NC6C(OC(=O)C(N(C(=O)CN(C(=O)C7CCCN7C(=O)C(NC6=O)C(C)C)C)C)C(C)C)C)N)C. Drug 2: CN(CC1=CN=C2C(=N1)C(=NC(=N2)N)N)C3=CC=C(C=C3)C(=O)NC(CCC(=O)O)C(=O)O. Cell line: DU-145. Synergy scores: CSS=32.2, Synergy_ZIP=7.67, Synergy_Bliss=8.83, Synergy_Loewe=-14.5, Synergy_HSA=3.17.